From a dataset of Full USPTO retrosynthesis dataset with 1.9M reactions from patents (1976-2016). Predict the reactants needed to synthesize the given product. The reactants are: [C:1]([O:5][C:6]1[CH:13]=[CH:12][C:9]([CH:10]=[CH2:11])=[CH:8][CH:7]=1)([CH3:4])([CH3:3])[CH3:2].N([C:21]([CH3:25])([CH3:24])[C:22]#[N:23])=N[C:21]([CH3:25])([CH3:24])[C:22]#[N:23].[C:26]1(C(CC([C:26]2[CH:31]=[CH:30][CH:29]=[CH:28][CH:27]=2)(C)C)=C)[CH:31]=[CH:30][CH:29]=[CH:28][CH:27]=1.C[OH:45]. Given the product [OH:5][C:6]1[CH:7]=[CH:8][C:9]([NH:23][C:22](=[O:45])[C:21]([CH3:24])=[CH:25][C:26]2[CH:31]=[CH:30][CH:29]=[CH:28][CH:27]=2)=[CH:12][CH:13]=1.[C:1]([O:5][C:6]1[CH:7]=[CH:8][C:9]([CH:10]=[CH2:11])=[CH:12][CH:13]=1)([CH3:4])([CH3:2])[CH3:3], predict the reactants needed to synthesize it.